The task is: Predict the reaction yield, written as a fraction of the theoretical maximum amount of product (1.0 means a 100% yield; for example, 0.34 means a 34% yield).. This data is from Reaction yield outcomes from USPTO patents with 853,638 reactions. (1) The reactants are [C:1]([C:3]1[CH:4]=[C:5](/[C:9](/[CH3:14])=[CH:10]/[C:11](O)=[O:12])[CH:6]=[CH:7][CH:8]=1)#[N:2].C(N(CC)CC)C.ClC(OCC)=O.[BH4-].[Na+].Cl. The catalyst is O1CCCC1.O1CCCC1.O. The product is [OH:12][CH2:11]/[CH:10]=[C:9](/[C:5]1[CH:4]=[C:3]([CH:8]=[CH:7][CH:6]=1)[C:1]#[N:2])\[CH3:14]. The yield is 0.820. (2) The reactants are CCCCC=CCCCC.[C:11]([O:14][CH2:15][CH2:16][CH2:17][CH2:18][CH:19]=[CH:20][CH2:21][CH2:22][CH2:23][CH2:24]OC(=O)C)(=[O:13])[CH3:12]. No catalyst specified. The product is [C:11]([O:14][CH2:15][CH2:16][CH2:17][CH2:18][CH:19]=[CH:20][CH2:21][CH2:22][CH2:23][CH3:24])(=[O:13])[CH3:12]. The yield is 0.500.